Dataset: Full USPTO retrosynthesis dataset with 1.9M reactions from patents (1976-2016). Task: Predict the reactants needed to synthesize the given product. (1) Given the product [CH2:13]([C:17]1[CH:18]=[CH:19][C:20]([N:23]2[C:28](=[O:29])[C:27]([CH2:30][C:31]3[CH:32]=[CH:33][C:34]([C:37]4[CH:42]=[CH:41][CH:40]=[CH:39][C:38]=4[C:43]4[NH:3][C:4](=[O:7])[O:5][N:44]=4)=[CH:35][CH:36]=3)=[C:26]([CH2:45][CH2:46][CH3:47])[N:25]=[C:24]2[CH3:48])=[CH:21][CH:22]=1)[CH:14]([CH3:16])[CH3:15], predict the reactants needed to synthesize it. The reactants are: [Cl-].O[NH3+:3].[C:4](=[O:7])([O-])[OH:5].[Na+].CS(C)=O.[CH2:13]([C:17]1[CH:22]=[CH:21][C:20]([N:23]2[C:28](=[O:29])[C:27]([CH2:30][C:31]3[CH:36]=[CH:35][C:34]([C:37]4[C:38]([C:43]#[N:44])=[CH:39][CH:40]=[CH:41][CH:42]=4)=[CH:33][CH:32]=3)=[C:26]([CH2:45][CH2:46][CH3:47])[N:25]=[C:24]2[CH3:48])=[CH:19][CH:18]=1)[CH:14]([CH3:16])[CH3:15]. (2) Given the product [Cl:1][C:2]1[N:7]=[C:6]([NH:10][CH2:11][C:12]2[CH:13]=[CH:14][C:15]([S:18]([NH2:21])(=[O:19])=[O:20])=[CH:16][CH:17]=2)[C:5]([C:30]2[S:31][CH:32]=[CH:33][CH:34]=2)=[CH:4][N:3]=1, predict the reactants needed to synthesize it. The reactants are: [Cl:1][C:2]1[N:7]=[C:6](Cl)[C:5](I)=[CH:4][N:3]=1.[NH2:10][CH2:11][C:12]1[CH:17]=[CH:16][C:15]([S:18]([NH2:21])(=[O:20])=[O:19])=[CH:14][CH:13]=1.CC1(C)C(C)(C)OB([C:30]2[S:31][CH:32]=[CH:33][CH:34]=2)O1. (3) Given the product [N:1]1[CH:2]=[CH:3][C:4]([C:7]2[N:8]=[C:9]([C@H:12]3[CH2:16][CH2:15][CH2:14][NH:13]3)[S:10][CH:11]=2)=[CH:5][CH:6]=1.[ClH:24], predict the reactants needed to synthesize it. The reactants are: [N:1]1[CH:6]=[CH:5][C:4]([C:7]2[N:8]=[C:9]([C@H:12]3[CH2:16][CH2:15][CH2:14][N:13]3C(OC(C)(C)C)=O)[S:10][CH:11]=2)=[CH:3][CH:2]=1.[ClH:24]. (4) Given the product [C:1]([C:5]1[CH:6]=[C:7]([NH:28][C:29]([NH:31][C:32]2[CH:33]=[CH:34][C:35]([O:38][C:39]3[CH:40]=[CH:41][N:42]=[CH:43][CH:44]=3)=[CH:36][CH:37]=2)=[O:30])[N:8]([C:10]2[CH:15]=[CH:14][CH:13]=[C:12]([NH:16][CH2:17][CH2:18][CH2:19][OH:20])[CH:11]=2)[N:9]=1)([CH3:4])([CH3:2])[CH3:3], predict the reactants needed to synthesize it. The reactants are: [C:1]([C:5]1[CH:6]=[C:7]([NH:28][C:29]([NH:31][C:32]2[CH:37]=[CH:36][C:35]([O:38][C:39]3[CH:44]=[CH:43][N:42]=[CH:41][CH:40]=3)=[CH:34][CH:33]=2)=[O:30])[N:8]([C:10]2[CH:15]=[CH:14][CH:13]=[C:12]([NH:16][CH2:17][CH2:18][CH2:19][O:20][Si](C(C)(C)C)(C)C)[CH:11]=2)[N:9]=1)([CH3:4])([CH3:3])[CH3:2].C(O)(C(F)(F)F)=O.C([O-])(O)=O.[Na+]. (5) Given the product [CH3:40][O:41][C:42](=[O:55])[C:43]1[CH:48]=[CH:47][C:46]([C:25]2[CH:26]=[C:27]3[C:22](=[CH:23][CH:24]=2)[C:20]2[N:21]=[C:17]([C@@H:12]4[CH2:13][C@H:14]([CH3:16])[CH2:15][N:11]4[C:9](=[O:10])[C@@H:5]([NH:4][C:3]([O:2][CH3:1])=[O:39])[CH:6]([CH3:7])[CH3:8])[NH:18][C:19]=2[CH:29]=[CH:28]3)=[C:45]([O:50][C:51]([F:52])([F:54])[F:53])[CH:44]=1, predict the reactants needed to synthesize it. The reactants are: [CH3:1][O:2][C:3](=[O:39])[NH:4][C@H:5]([C:9]([N:11]1[CH2:15][C@@H:14]([CH3:16])[CH2:13][C@H:12]1[C:17]1[NH:18][C:19]2[CH:29]=[CH:28][C:27]3[C:22](=[CH:23][CH:24]=[C:25](B4OC(C)(C)C(C)(C)O4)[CH:26]=3)[C:20]=2[N:21]=1)=[O:10])[CH:6]([CH3:8])[CH3:7].[CH3:40][O:41][C:42](=[O:55])[C:43]1[CH:48]=[CH:47][C:46](Br)=[C:45]([O:50][C:51]([F:54])([F:53])[F:52])[CH:44]=1.C(=O)([O-])[O-].[K+].[K+]. (6) Given the product [CH3:44][C:38]([O:37][C:36]1[CH:46]=[CH:47][C:33]([O:32][CH:55]([C:49]2[CH:54]=[CH:53][CH:52]=[CH:51][CH:50]=2)[C:57]2[CH:61]=[C:60]([C:62]3[CH:63]=[CH:64][C:65]([C:68]([F:69])([F:70])[F:71])=[CH:66][CH:67]=3)[S:59][CH:58]=2)=[CH:34][C:35]=1[CH3:48])([CH3:45])[C:39]([O:41][CH2:42][CH3:43])=[O:40], predict the reactants needed to synthesize it. The reactants are: C(OC(=O)COC1C=CC(SCC2C=C(C3C=CC(C(F)(F)F)=CC=3)OC=2)=CC=1C)C.[OH:32][C:33]1[CH:47]=[CH:46][C:36]([O:37][C:38]([CH3:45])([CH3:44])[C:39]([O:41][CH2:42][CH3:43])=[O:40])=[C:35]([CH3:48])[CH:34]=1.[C:49]1([CH:55]([C:57]2[CH:61]=[C:60]([C:62]3[CH:67]=[CH:66][C:65]([C:68]([F:71])([F:70])[F:69])=[CH:64][CH:63]=3)[S:59][CH:58]=2)O)[CH:54]=[CH:53][CH:52]=[CH:51][CH:50]=1. (7) Given the product [F:1][C:2]1[N:10]=[CH:9][C:8]([F:11])=[CH:7][C:3]=1[C:4]([O:6][CH3:12])=[O:5], predict the reactants needed to synthesize it. The reactants are: [F:1][C:2]1[N:10]=[CH:9][C:8]([F:11])=[CH:7][C:3]=1[C:4]([OH:6])=[O:5].[C:12](=O)([O-])[O-].[K+].[K+].IC. (8) The reactants are: S(=O)(=O)(O)O.N[C:7]1[CH:16]=[C:15]2[C:10]([C:11]([Br:21])=[N:12][N:13]([CH:18]([CH3:20])[CH3:19])[C:14]2=[O:17])=[CH:9][CH:8]=1.N([O-])=[O:23].[Na+].NC(N)=O. Given the product [OH:23][C:7]1[CH:16]=[C:15]2[C:10]([C:11]([Br:21])=[N:12][N:13]([CH:18]([CH3:20])[CH3:19])[C:14]2=[O:17])=[CH:9][CH:8]=1, predict the reactants needed to synthesize it. (9) Given the product [C:12]([O:11][C:9](=[O:10])[NH:8][CH:6]([CH3:7])[CH2:5][CH2:4][OH:3])([CH3:15])([CH3:13])[CH3:14], predict the reactants needed to synthesize it. The reactants are: C([O:3][C:4](=O)[CH2:5][CH:6]([NH:8][C:9]([O:11][C:12]([CH3:15])([CH3:14])[CH3:13])=[O:10])[CH3:7])C.O.C([O-])([O-])=O.[K+].[K+].